This data is from Peptide-MHC class I binding affinity with 185,985 pairs from IEDB/IMGT. The task is: Regression. Given a peptide amino acid sequence and an MHC pseudo amino acid sequence, predict their binding affinity value. This is MHC class I binding data. The peptide sequence is KCWLVTNGSY. The MHC is HLA-A29:02 with pseudo-sequence HLA-A29:02. The binding affinity (normalized) is 0.368.